The task is: Predict the product of the given reaction.. This data is from Forward reaction prediction with 1.9M reactions from USPTO patents (1976-2016). (1) The product is: [CH:35]1([N:25]([CH2:26][C:27]2[CH:32]=[CH:31][CH:30]=[C:29]([Cl:33])[C:28]=2[Cl:34])[C:24]([C@@H:13]2[C@@H:12]([C:39]3[CH:44]=[CH:43][C:42]([CH2:45][CH2:46][CH2:47][O:48][C:49]4[C:54]([F:55])=[CH:53][CH:52]=[C:51]([F:56])[C:50]=4[Cl:57])=[CH:41][CH:40]=3)[CH2:11][C@H:10]3[NH:16][C@@H:14]2[CH2:15][NH:8][CH2:9]3)=[O:38])[CH2:37][CH2:36]1. Given the reactants C(OC([N:8]1[CH2:15][C@H:14]2[N:16](C(OC(C)(C)C)=O)[C@H:10]([CH2:11][C@H:12]([C:39]3[CH:44]=[CH:43][C:42]([CH2:45][CH2:46][CH2:47][O:48][C:49]4[C:54]([F:55])=[CH:53][CH:52]=[C:51]([F:56])[C:50]=4[Cl:57])=[CH:41][CH:40]=3)[C@H:13]2[C:24](=[O:38])[N:25]([CH:35]2[CH2:37][CH2:36]2)[CH2:26][C:27]2[CH:32]=[CH:31][CH:30]=[C:29]([Cl:33])[C:28]=2[Cl:34])[CH2:9]1)=O)(C)(C)C.Cl, predict the reaction product. (2) Given the reactants [I:1]I.[CH3:3][C:4]1[CH:5]=[C:6]([CH:8]=[CH:9][C:10]=1[CH3:11])[NH2:7].C(=O)(O)[O-].[Na+].O, predict the reaction product. The product is: [I:1][C:8]1[CH:9]=[C:10]([CH3:11])[C:4]([CH3:3])=[CH:5][C:6]=1[NH2:7].